This data is from Catalyst prediction with 721,799 reactions and 888 catalyst types from USPTO. The task is: Predict which catalyst facilitates the given reaction. (1) Reactant: [Br:1][C:2]1[CH:7]=[CH:6][N:5]2[C:8](=[O:15])[N:9]([CH2:11][CH:12]([CH3:14])[CH3:13])[N:10]=[C:4]2[C:3]=1I.[CH3:17][C:18]1[CH:23]=[CH:22][C:21](B(O)O)=[CH:20][CH:19]=1.C([O-])([O-])=O.[K+].[K+]. Product: [Br:1][C:2]1[CH:7]=[CH:6][N:5]2[C:8](=[O:15])[N:9]([CH2:11][CH:12]([CH3:14])[CH3:13])[N:10]=[C:4]2[C:3]=1[C:21]1[CH:22]=[CH:23][C:18]([CH3:17])=[CH:19][CH:20]=1. The catalyst class is: 70. (2) Product: [NH2:8][CH2:9][C:10]1[CH:15]=[CH:14][C:13]([O:16][CH:17]2[CH2:18][CH2:19][CH2:20][CH2:21][CH2:22][CH2:23]2)=[CH:12][N:11]=1. The catalyst class is: 5. Reactant: C(OC([NH:8][CH2:9][C:10]1[CH:15]=[CH:14][C:13]([O:16][CH:17]2[CH2:23][CH2:22][CH2:21][CH2:20][CH2:19][CH2:18]2)=[CH:12][N:11]=1)=O)(C)(C)C.Cl.